This data is from Experimentally validated miRNA-target interactions with 360,000+ pairs, plus equal number of negative samples. The task is: Binary Classification. Given a miRNA mature sequence and a target amino acid sequence, predict their likelihood of interaction. (1) The miRNA is hsa-miR-4533 with sequence UGGAAGGAGGUUGCCGGACGCU. The protein sequence of the target gene is MEDVKLEFPSLPQCKDDAEEWTYPMRREMQEVLPGLFLGPYSSAMKSKLPILQKHGITHIICIRQNIEANFIKPNFQQLFRYLVLDIADNPVENIIRFFPMTKEFIDGSLQNGGKVLVHGNAGISRSAAFVIAYIMETFGMKYRDAFAYVQERRFCINPNAGFVHQLQEYEAIYLAKLTIQMMSPLQIERSLAVHSGTTGSVKRTHEEDDDFGNMQVATAQNG. Result: 0 (no interaction). (2) The miRNA is hsa-miR-6785-3p with sequence ACAUCGCCCCACCUUCCCCAG. The protein sequence of the target gene is MAAPEEQDLTQEQTEKLLQFQDLTGIESMEQCRLALEQHNWNMEAAVQDRLNEQEGVPSVFNPPPARPLQVNTADHRIYSYVVSRPQPRGLLGWGYYLIMLPFRFTYYTILDIFRFALRFIRPDPRSRVTDPVGDIVSFMHSFEEKYGRAHPVFYQGTYSQALNDAKRELRFLLVYLHGDDHQDSDEFCRNALCAPEVISLINSRMLFWACSTNKPEGYRVSQALRENTYPFLAMIMLKDRRMTVVGRLEGLIQPDDLINQLTFIMDANQTYLVSERLEREERNQTQVLRQQQDEAYLAS.... Result: 0 (no interaction). (3) The miRNA is hsa-miR-378j with sequence ACUGGAUUUGGAGCCAGAA. The protein sequence of the target gene is MASGVQVADEVCRIFYDMKVRKCSTPEEIKKRKKAVIFCLSADKKCIVVEEGKEILVGDVGATITDPFKHFVGMLPEKDCRYALYDASFETKESRKEELMFFLWAPEQAPLKSKMIYASSKDAIKKKFPGIKHEYQANGPEDLNRTCIAEKLGGSLIVAFEGSPV. Result: 0 (no interaction). (4) The miRNA is mmu-miR-302a-3p with sequence UAAGUGCUUCCAUGUUUUGGUGA. The protein sequence of the target gene is MAMWNRPCQRLPQQPLVAEPTAEGEPHLPTGRELTEANRFAYAALCGISLSQLFPEPEHSSFCTEFMAGLVQWLELSEAVLPTMTAFASGLGGEGADVFVQILLKDPILKDDPTVITQDLLSFSLKDGHYDARARVLVCHMTSLLQVPLEELDVLEEMFLESLKEIKEEESEMAEASRKKKENRRKWKRYLLIGLATVGGGTVIGVTGGLAAPLVAAGAATIIGSAGAAALGSAAGIAIMTSLFGAAGAGLTGYKMKKRVGAIEEFTFLPLTEGRQLHITIAVTGWLASGKYRTFSAPWA.... Result: 0 (no interaction). (5) The miRNA is hsa-miR-21-5p with sequence UAGCUUAUCAGACUGAUGUUGA. The protein sequence of the target gene is MHRTTRIKITELNPHLMCALCGGYFIDATTIVECLHSFCKTCIVRYLETNKYCPMCDVQVHKTRPLLSIRSDKTLQDIVYKLVPGLFKDEMKRRRDFYAAYPLTEVPNGSNEDRGEVLEQEKGALSDDEIVSLSIEFYEGARDRDEKKGPLENGDGDKEKTGVRFLRCPAAMTVMHLAKFLRNKMDVPSKYKVEVLYEDEPLKEYYTLMDIAYIYPWRRNGPLPLKYRVQPACKRLTLATVPTPSEGTNTSGASECESVSDKAPSPATLPATSSSLPSPATPSHGSPSSHGPPATHPTSP.... Result: 1 (interaction).